Dataset: Full USPTO retrosynthesis dataset with 1.9M reactions from patents (1976-2016). Task: Predict the reactants needed to synthesize the given product. (1) Given the product [Cl:16][C:17]1[C:22]([CH:23]=[CH:24][C:25]([NH:2][CH2:3][C:4]2[CH:9]=[CH:8][C:7]([NH:10][S:11]([CH3:14])(=[O:13])=[O:12])=[C:6]([F:15])[CH:5]=2)=[O:26])=[CH:21][CH:20]=[C:19]([C:28]([F:29])([F:30])[F:31])[N:18]=1, predict the reactants needed to synthesize it. The reactants are: Cl.[NH2:2][CH2:3][C:4]1[CH:9]=[CH:8][C:7]([NH:10][S:11]([CH3:14])(=[O:13])=[O:12])=[C:6]([F:15])[CH:5]=1.[Cl:16][C:17]1[C:22]([CH:23]=[CH:24][C:25](O)=[O:26])=[CH:21][CH:20]=[C:19]([C:28]([F:31])([F:30])[F:29])[N:18]=1. (2) The reactants are: [BH4-].[Na+].[C:3]([O:7][C:8]([N:10]1[CH2:14][C@H:13]([O:15][CH2:16][C:17]2[CH:22]=[CH:21][CH:20]=[CH:19][CH:18]=2)[CH2:12][C@@H:11]1[C@@H:23]([OH:37])[C@@H:24]([N+:34]([O-])=O)[CH2:25][C:26]1[CH:31]=[C:30]([F:32])[CH:29]=[C:28]([F:33])[CH:27]=1)=[O:9])([CH3:6])([CH3:5])[CH3:4].O. Given the product [C:3]([O:7][C:8]([N:10]1[CH2:14][C@H:13]([O:15][CH2:16][C:17]2[CH:22]=[CH:21][CH:20]=[CH:19][CH:18]=2)[CH2:12][C@@H:11]1[C@@H:23]([OH:37])[C@@H:24]([NH2:34])[CH2:25][C:26]1[CH:27]=[C:28]([F:33])[CH:29]=[C:30]([F:32])[CH:31]=1)=[O:9])([CH3:6])([CH3:4])[CH3:5], predict the reactants needed to synthesize it. (3) Given the product [NH2:8][C:5]1[N:6]=[CH:7][C:2]([C:21]2[CH:22]=[C:17]([CH:18]=[CH:19][CH:20]=2)[C:15]([O:14][CH2:12][CH3:13])=[O:16])=[CH:3][C:4]=1[N+:9]([O-:11])=[O:10], predict the reactants needed to synthesize it. The reactants are: Br[C:2]1[CH:3]=[C:4]([N+:9]([O-:11])=[O:10])[C:5]([NH2:8])=[N:6][CH:7]=1.[CH2:12]([O:14][C:15]([C:17]1[CH:18]=[C:19](B(O)O)[CH:20]=[CH:21][CH:22]=1)=[O:16])[CH3:13].C([O-])([O-])=O.[Na+].[Na+].C(P(C(C)(C)C)C1C=CC=CC=1C1C(C(C)C)=CC(C(C)C)=CC=1C(C)C)(C)(C)C. (4) Given the product [NH2:14][C:9]1[CH:10]=[CH:11][CH:12]=[C:13]2[C:8]=1[C:7](=[O:17])[C:6]1([NH:18][C:19]([C:21]3[CH:26]=[CH:25][CH:24]=[CH:23][N+:22]=3[O-:27])=[O:20])[C:5]3[CH:28]=[CH:29][C:30]([CH:32]([CH3:33])[CH3:34])=[CH:31][C:4]=3[O:3][C:2]12[OH:1], predict the reactants needed to synthesize it. The reactants are: [OH:1][C:2]12[C:13]3[C:8](=[C:9]([N+:14]([O-])=O)[CH:10]=[CH:11][CH:12]=3)[C:7](=[O:17])[C:6]1([NH:18][C:19]([C:21]1[CH:26]=[CH:25][CH:24]=[CH:23][N+:22]=1[O-:27])=[O:20])[C:5]1[CH:28]=[CH:29][C:30]([CH:32]([CH3:34])[CH3:33])=[CH:31][C:4]=1[O:3]2.C(O)C. (5) Given the product [CH3:9][C@@H:8]1[CH2:7][CH2:6][CH2:5][N:4]([C:10]([C:12]2[CH:17]=[C:16]([CH3:18])[CH:15]=[CH:14][C:13]=2[C:19]2[N:23]([CH3:24])[N:22]=[CH:21][CH:20]=2)=[O:11])[C@@H:3]1[CH2:2][NH:1][C:26]1[CH:31]=[CH:30][C:29]([CH3:32])=[CH:28][N:27]=1, predict the reactants needed to synthesize it. The reactants are: [NH2:1][CH2:2][C@@H:3]1[C@H:8]([CH3:9])[CH2:7][CH2:6][CH2:5][N:4]1[C:10]([C:12]1[CH:17]=[C:16]([CH3:18])[CH:15]=[CH:14][C:13]=1[C:19]1[N:23]([CH3:24])[N:22]=[CH:21][CH:20]=1)=[O:11].Br[C:26]1[CH:31]=[CH:30][C:29]([CH3:32])=[CH:28][N:27]=1. (6) Given the product [Br:6][C:7]1[CH:12]=[CH:11][C:10]([S:13]([N:1]2[CH2:5][CH2:4][CH2:3][CH2:2]2)(=[O:15])=[O:14])=[CH:9][CH:8]=1, predict the reactants needed to synthesize it. The reactants are: [NH:1]1[CH2:5][CH2:4][CH2:3][CH2:2]1.[Br:6][C:7]1[CH:12]=[CH:11][C:10]([S:13](Cl)(=[O:15])=[O:14])=[CH:9][CH:8]=1.[OH-].[Na+]. (7) Given the product [CH:1]1([NH:6][C:7]2[C:8]([CH3:34])=[C:9]([C:21]([NH:23][CH2:24][C:25]3[C:26](=[O:33])[NH:27][C:28]([CH3:32])=[CH:29][C:30]=3[CH3:31])=[O:22])[CH:10]=[C:11]([C:13]3[CH:14]=[CH:15][C:16]([CH2:19][N:36]([CH3:37])[CH3:35])=[CH:17][CH:18]=3)[CH:12]=2)[CH2:5][CH2:4][CH2:3][CH2:2]1, predict the reactants needed to synthesize it. The reactants are: [CH:1]1([NH:6][C:7]2[C:8]([CH3:34])=[C:9]([C:21]([NH:23][CH2:24][C:25]3[C:26](=[O:33])[NH:27][C:28]([CH3:32])=[CH:29][C:30]=3[CH3:31])=[O:22])[CH:10]=[C:11]([C:13]3[CH:18]=[CH:17][C:16]([CH:19]=O)=[CH:15][CH:14]=3)[CH:12]=2)[CH2:5][CH2:4][CH2:3][CH2:2]1.[CH3:35][NH:36][CH3:37].C(O)(=O)C.C([BH3-])#N.[Na+]. (8) Given the product [Cl:38][C:15]1[CH:14]=[C:13]([C:10]2[N:9]=[C:8]([C:5]([OH:4])([CH3:7])[CH3:6])[O:12][N:11]=2)[CH:18]=[C:17]([Cl:19])[C:16]=1[NH:20][C:21]1[C:30]2[CH:31]=[CH:32][NH:33][C:34](=[O:35])[C:29]=2[C:28]2[C:23](=[CH:24][CH:25]=[N:26][CH:27]=2)[N:22]=1, predict the reactants needed to synthesize it. The reactants are: C([O:4][C:5]([C:8]1[O:12][N:11]=[C:10]([C:13]2[CH:18]=[C:17]([Cl:19])[C:16]([NH:20][C:21]3[C:30]4[CH:31]=[CH:32][N:33]=[C:34]([O:35]CC)[C:29]=4[C:28]4[C:23](=[CH:24][CH:25]=[N:26][CH:27]=4)[N:22]=3)=[C:15]([Cl:38])[CH:14]=2)[N:9]=1)([CH3:7])[CH3:6])(=O)C.Cl. (9) Given the product [Br:1][C:2]1[CH:7]=[CH:6][C:5]2[C:8]3[N:9]([CH:10]=[C:11]([C:13]4[N:17]([CH:18]([CH3:20])[CH3:19])[N:16]=[C:15]([CH3:21])[N:14]=4)[N:12]=3)[CH2:22][CH2:23][O:24][C:4]=2[CH:3]=1, predict the reactants needed to synthesize it. The reactants are: [Br:1][C:2]1[CH:7]=[CH:6][C:5]([C:8]2[N:9]([CH2:22][CH2:23][OH:24])[CH:10]=[C:11]([C:13]3[N:17]([CH:18]([CH3:20])[CH3:19])[N:16]=[C:15]([CH3:21])[N:14]=3)[N:12]=2)=[C:4](F)[CH:3]=1.C1(C)C=CC=CC=1.[OH-].[K+].